Dataset: NCI-60 drug combinations with 297,098 pairs across 59 cell lines. Task: Regression. Given two drug SMILES strings and cell line genomic features, predict the synergy score measuring deviation from expected non-interaction effect. (1) Drug 1: COC1=C2C(=CC3=C1OC=C3)C=CC(=O)O2. Drug 2: CC1C(C(CC(O1)OC2CC(CC3=C2C(=C4C(=C3O)C(=O)C5=CC=CC=C5C4=O)O)(C(=O)C)O)N)O. Cell line: SF-539. Synergy scores: CSS=31.1, Synergy_ZIP=-1.96, Synergy_Bliss=-3.49, Synergy_Loewe=-36.9, Synergy_HSA=-3.33. (2) Drug 1: CC1C(C(CC(O1)OC2CC(CC3=C2C(=C4C(=C3O)C(=O)C5=C(C4=O)C(=CC=C5)OC)O)(C(=O)CO)O)N)O.Cl. Drug 2: CC12CCC3C(C1CCC2O)C(CC4=C3C=CC(=C4)O)CCCCCCCCCS(=O)CCCC(C(F)(F)F)(F)F. Cell line: BT-549. Synergy scores: CSS=37.6, Synergy_ZIP=-4.85, Synergy_Bliss=-0.566, Synergy_Loewe=-2.90, Synergy_HSA=-0.00111.